From a dataset of Reaction yield outcomes from USPTO patents with 853,638 reactions. Predict the reaction yield, written as a fraction of the theoretical maximum amount of product (1.0 means a 100% yield; for example, 0.34 means a 34% yield). (1) The reactants are [C:1](=S)(OCC)[S-:2].[K+].[CH3:8][C:9]([C:11]1[CH:16]=[CH:15][CH:14]=[C:13]([NH2:17])[C:12]=1[OH:18])=[O:10]. The catalyst is C(O)C. The product is [C:9]([C:11]1[C:12]2[O:18][C:1]([SH:2])=[N:17][C:13]=2[CH:14]=[CH:15][CH:16]=1)(=[O:10])[CH3:8]. The yield is 0.920. (2) The reactants are [NH2:1][CH:2]([C:11]1[CH:16]=[CH:15][CH:14]=[CH:13][CH:12]=1)[C:3]1([N:8]([CH3:10])[CH3:9])[CH2:7][CH2:6][CH2:5][CH2:4]1.[O:17]1[C:21]2[CH:22]=[CH:23][CH:24]=[CH:25][C:20]=2[C:19]([C:26](O)=[O:27])=[CH:18]1. No catalyst specified. The product is [CH3:9][N:8]([CH3:10])[C:3]1([CH:2]([C:11]2[CH:12]=[CH:13][CH:14]=[CH:15][CH:16]=2)[NH:1][C:26]([C:19]2[C:20]3[CH:25]=[CH:24][CH:23]=[CH:22][C:21]=3[O:17][CH:18]=2)=[O:27])[CH2:7][CH2:6][CH2:5][CH2:4]1. The yield is 1.00. (3) The reactants are [CH3:1][O:2][C:3]1[CH:4]=[C:5]2[C:10](=[CH:11][C:12]=1[O:13][CH3:14])[N:9]=[CH:8][CH:7]=[C:6]2[O:15][C:16]1[CH:21]=[CH:20][C:19]([NH:22][C:23](=O)[CH2:24][O:25][C:26]2[C:31]([O:32][CH3:33])=[CH:30][CH:29]=[CH:28][C:27]=2[O:34][CH3:35])=[C:18]([CH3:37])[C:17]=1[CH3:38].Cl.[OH-].[Na+]. The catalyst is O1CCCC1. The product is [CH3:33][O:32][C:31]1[CH:30]=[CH:29][CH:28]=[C:27]([O:34][CH3:35])[C:26]=1[O:25][CH2:24][CH2:23][NH:22][C:19]1[CH:20]=[CH:21][C:16]([O:15][C:6]2[C:5]3[C:10](=[CH:11][C:12]([O:13][CH3:14])=[C:3]([O:2][CH3:1])[CH:4]=3)[N:9]=[CH:8][CH:7]=2)=[C:17]([CH3:38])[C:18]=1[CH3:37]. The yield is 0.800. (4) The reactants are [N+:1]([C:4]1[CH:12]=[CH:11][C:7]([C:8]([OH:10])=O)=[CH:6][CH:5]=1)([O-:3])=[O:2].[CH3:13][NH:14][CH2:15][CH2:16][C:17]([O:19][CH2:20][CH3:21])=[O:18].O.ON1C2C=CC=CC=2N=N1.Cl.C(N=C=NCCCN(C)C)C. The catalyst is O.CN(C)C=O. The product is [CH3:13][N:14]([C:8](=[O:10])[C:7]1[CH:6]=[CH:5][C:4]([N+:1]([O-:3])=[O:2])=[CH:12][CH:11]=1)[CH2:15][CH2:16][C:17]([O:19][CH2:20][CH3:21])=[O:18]. The yield is 1.00. (5) The reactants are [CH3:1][O:2][CH2:3][CH2:4][O:5][CH2:6][C:7]([C:10]1[CH:15]=[CH:14][C:13]([NH:16][C:17](=[O:19])[CH3:18])=[CH:12][C:11]=1[N+:20]([O-])=O)([CH3:9])[CH3:8]. The catalyst is CO.[Ni]. The product is [NH2:20][C:11]1[CH:12]=[C:13]([NH:16][C:17](=[O:19])[CH3:18])[CH:14]=[CH:15][C:10]=1[C:7]([CH3:9])([CH3:8])[CH2:6][O:5][CH2:4][CH2:3][O:2][CH3:1]. The yield is 0.350. (6) The reactants are Br[C:2]1[CH:3]=[C:4]2[C:8](=[CH:9][CH:10]=1)[NH:7][C:6](=[O:11])[CH2:5]2.[N+:12]([C:15]1[CH:16]=[C:17](B(O)O)[CH:18]=[CH:19][CH:20]=1)([O-:14])=[O:13].C(=O)([O-])[O-].[K+].[K+]. The catalyst is COCCOC.O.C1C=CC([P]([Pd]([P](C2C=CC=CC=2)(C2C=CC=CC=2)C2C=CC=CC=2)([P](C2C=CC=CC=2)(C2C=CC=CC=2)C2C=CC=CC=2)[P](C2C=CC=CC=2)(C2C=CC=CC=2)C2C=CC=CC=2)(C2C=CC=CC=2)C2C=CC=CC=2)=CC=1. The product is [N+:12]([C:15]1[CH:20]=[C:19]([C:2]2[CH:3]=[C:4]3[C:8](=[CH:9][CH:10]=2)[NH:7][C:6](=[O:11])[CH2:5]3)[CH:18]=[CH:17][CH:16]=1)([O-:14])=[O:13]. The yield is 0.650.